Task: Binary Classification. Given a T-cell receptor sequence (or CDR3 region) and an epitope sequence, predict whether binding occurs between them.. Dataset: TCR-epitope binding with 47,182 pairs between 192 epitopes and 23,139 TCRs (1) Result: 1 (the TCR binds to the epitope). The TCR CDR3 sequence is CASSLDPGHSYEQYF. The epitope is TLVPQEHYV. (2) The TCR CDR3 sequence is CASSLRQGIDTGELFF. The epitope is LLDFVRFMGV. Result: 0 (the TCR does not bind to the epitope).